This data is from Reaction yield outcomes from USPTO patents with 853,638 reactions. The task is: Predict the reaction yield, written as a fraction of the theoretical maximum amount of product (1.0 means a 100% yield; for example, 0.34 means a 34% yield). The catalyst is O1CCOCC1. The product is [CH3:17][N:18]1[CH:22]=[C:21]([C:2]2[CH:3]=[C:4]([CH:9]=[C:10]([C:12]([F:15])([F:14])[F:13])[CH:11]=2)[C:5]([O:7][CH3:8])=[O:6])[CH:20]=[N:19]1. The reactants are Br[C:2]1[CH:3]=[C:4]([CH:9]=[C:10]([C:12]([F:15])([F:14])[F:13])[CH:11]=1)[C:5]([O:7][CH3:8])=[O:6].O.[CH3:17][N:18]1[CH:22]=[C:21](B2OC(C)(C)C(C)(C)O2)[CH:20]=[N:19]1.C(=O)([O-])[O-].[Na+].[Na+]. The yield is 1.00.